This data is from Full USPTO retrosynthesis dataset with 1.9M reactions from patents (1976-2016). The task is: Predict the reactants needed to synthesize the given product. (1) Given the product [NH:14]1[C:15]2[C:11](=[CH:10][C:9]([NH:8][C:6]3[CH:5]=[CH:4][N:3]=[C:2]([C:29]4[CH:28]=[CH:27][C:26]([F:40])=[C:25]([CH:30]=4)[O:24][CH2:23][C:22]([NH:21][CH:18]4[CH2:20][CH2:19]4)=[O:41])[N:7]=3)=[CH:17][CH:16]=2)[CH:12]=[N:13]1, predict the reactants needed to synthesize it. The reactants are: Cl[C:2]1[N:7]=[C:6]([NH:8][C:9]2[CH:10]=[C:11]3[C:15](=[CH:16][CH:17]=2)[NH:14][N:13]=[CH:12]3)[CH:5]=[CH:4][N:3]=1.[CH:18]1([NH:21][C:22](=[O:41])[CH2:23][O:24][C:25]2[CH:30]=[C:29](B3OC(C)(C)C(C)(C)O3)[CH:28]=[CH:27][C:26]=2[F:40])[CH2:20][CH2:19]1.CC([O-])=O.[K+]. (2) Given the product [ClH:26].[N:25]12[CH2:16][CH2:17][CH:18]([CH2:19][CH2:14]1)[C@@H:37]([NH:36][C:11]([C:8]1[S:9][C:10]3[C:2]([Br:1])=[CH:3][CH:4]=[CH:5][C:6]=3[CH:7]=1)=[O:13])[CH2:38]2, predict the reactants needed to synthesize it. The reactants are: [Br:1][C:2]1[C:10]2[S:9][C:8]([C:11]([OH:13])=O)=[CH:7][C:6]=2[CH:5]=[CH:4][CH:3]=1.[C:14]1([NH2:25])[C:19](F)=[C:18](F)[C:17](F)=[C:16](N)C=1F.[ClH:26].Cl.CN(C(O[N:36]1N=N[C:38]2C=CC=N[C:37]1=2)=[N+](C)C)C.F[P-](F)(F)(F)(F)F.C(N(CC)C(C)C)(C)C.